This data is from Forward reaction prediction with 1.9M reactions from USPTO patents (1976-2016). The task is: Predict the product of the given reaction. (1) Given the reactants [C:1]([OH:8])(=[O:7])/[CH:2]=[CH:3]/[C:4]([OH:6])=[O:5].[Cl:9][C:10]1[CH:15]=[CH:14][C:13]([C:16]2[S:17][C:18]3[C:19](=[O:39])[N:20]([C:25]4[CH:30]=[CH:29][C:28]([O:31][CH:32]5[CH2:35][N:34]([CH3:36])[CH2:33]5)=[C:27]([O:37][CH3:38])[CH:26]=4)[CH:21]=[CH:22][C:23]=3[N:24]=2)=[CH:12][CH:11]=1, predict the reaction product. The product is: [C:1]([OH:8])(=[O:7])/[CH:2]=[CH:3]/[C:4]([OH:6])=[O:5].[Cl:9][C:10]1[CH:15]=[CH:14][C:13]([C:16]2[S:17][C:18]3[C:19](=[O:39])[N:20]([C:25]4[CH:30]=[CH:29][C:28]([O:31][CH:32]5[CH2:33][N:34]([CH3:36])[CH2:35]5)=[C:27]([O:37][CH3:38])[CH:26]=4)[CH:21]=[CH:22][C:23]=3[N:24]=2)=[CH:12][CH:11]=1. (2) Given the reactants [N:1]([CH2:4][C:5]([O:7][CH2:8][CH3:9])=[O:6])=[N+]=[N-].[Br:10][C:11]1[CH:18]=[CH:17][CH:16]=[CH:15][C:12]=1[CH:13]=O.[Na].[NH4+].[Cl-], predict the reaction product. The product is: [Br:10][C:11]1[CH:18]=[CH:17][CH:16]=[C:15]2[C:12]=1[CH:13]=[C:4]([C:5]([O:7][CH2:8][CH3:9])=[O:6])[NH:1]2. (3) Given the reactants Cl.C([O-])(=O)C.[Na+].C(O)(=O)C.[Cl:11][C:12]1[CH:13]=[C:14]([CH:40]=[CH:41][C:42]=1[O:43][CH:44]([CH3:46])[CH3:45])[C:15]([NH:17][C@H:18]([CH2:37][CH2:38][OH:39])[CH2:19][C:20]1[CH:25]=[CH:24][C:23]([C:26]2[N:27]=[C:28]([C:32](=[N:34][O:35]C)[CH3:33])[N:29]([CH3:31])[CH:30]=2)=[CH:22][CH:21]=1)=[O:16].C([O-])(O)=O.[Na+], predict the reaction product. The product is: [Cl:11][C:12]1[CH:13]=[C:14]([CH:40]=[CH:41][C:42]=1[O:43][CH:44]([CH3:46])[CH3:45])[C:15]([NH:17][C@H:18]([CH2:37][CH2:38][OH:39])[CH2:19][C:20]1[CH:21]=[CH:22][C:23]([C:26]2[N:27]=[C:28]([C:32](=[N:34][OH:35])[CH3:33])[N:29]([CH3:31])[CH:30]=2)=[CH:24][CH:25]=1)=[O:16].